From a dataset of Forward reaction prediction with 1.9M reactions from USPTO patents (1976-2016). Predict the product of the given reaction. (1) Given the reactants [Br:1]Br.[F:3][C:4]1[C:12]2[CH:11]=[CH:10][S:9][C:8]=2[CH:7]=[CH:6][CH:5]=1.C([O-])(=O)C.[Na+], predict the reaction product. The product is: [Br:1][C:11]1[C:12]2[C:4]([F:3])=[CH:5][CH:6]=[CH:7][C:8]=2[S:9][CH:10]=1. (2) The product is: [Cl:1][C:2]1[CH:3]=[CH:4][CH:5]=[C:6]2[C:11]=1[C:10](/[C:12](=[N:36]/[OH:37])/[NH2:13])=[N:9][C:8]([C@@H:14]([NH:16][C:17]1[N:25]=[CH:24][N:23]=[C:22]3[C:18]=1[N:19]=[CH:20][N:21]3[CH2:26][C:27]1[CH:28]=[CH:29][C:30]([O:33][CH3:34])=[CH:31][CH:32]=1)[CH3:15])=[CH:7]2. Given the reactants [Cl:1][C:2]1[CH:3]=[CH:4][CH:5]=[C:6]2[C:11]=1[C:10]([C:12]#[N:13])=[N:9][C:8]([C@@H:14]([NH:16][C:17]1[N:25]=[CH:24][N:23]=[C:22]3[C:18]=1[N:19]=[CH:20][N:21]3[CH2:26][C:27]1[CH:32]=[CH:31][C:30]([O:33][CH3:34])=[CH:29][CH:28]=1)[CH3:15])=[CH:7]2.Cl.[NH2:36][OH:37].[OH-].[Na+].O, predict the reaction product. (3) Given the reactants [C:1]([C:3]1[CH:4]=[C:5]([C:13]2[O:17][N:16]=[C:15]([C:18]3[CH:19]=[CH:20][C:21]4[O:25][C:24]([C:26]5([NH:34]C(=O)OC(C)(C)C)[CH2:31][O:30]C(C)(C)[O:28][CH2:27]5)=[CH:23][C:22]=4[CH:42]=3)[N:14]=2)[CH:6]=[CH:7][C:8]=1[O:9][CH2:10][CH2:11][CH3:12])#[N:2].ClC1C=C(C2ON=C(C3C=CC4OC(C5(NC(=O)OC(C)(C)C)COC(C)(C)OC5)=CC=4C=3)N=2)C=CC=1OCCC, predict the reaction product. The product is: [NH2:34][C:26]([C:24]1[O:25][C:21]2[CH:20]=[CH:19][C:18]([C:15]3[N:14]=[C:13]([C:5]4[CH:6]=[CH:7][C:8]([O:9][CH2:10][CH2:11][CH3:12])=[C:3]([CH:4]=4)[C:1]#[N:2])[O:17][N:16]=3)=[CH:42][C:22]=2[CH:23]=1)([CH2:27][OH:28])[CH2:31][OH:30]. (4) Given the reactants C(OC(=O)[NH:7][C:8]([C:11]1[O:15][N:14]=[C:13]([NH2:16])[N:12]=1)([CH3:10])[CH3:9])(C)(C)C.[ClH:18].O1CCOCC1, predict the reaction product. The product is: [ClH:18].[NH2:7][C:8]([C:11]1[O:15][N:14]=[C:13]([NH2:16])[N:12]=1)([CH3:10])[CH3:9]. (5) Given the reactants [C:1]([C:5]1[N:10]=[C:9]([CH3:11])[N:8]=[C:7]([N:12]2[CH2:17][CH2:16][N:15]([CH2:18][CH2:19][CH2:20][CH2:21][NH2:22])[CH2:14][CH2:13]2)[CH:6]=1)([CH3:4])([CH3:3])[CH3:2].C1N=CN([C:28]([N:30]2[CH:34]=N[CH:32]=[CH:31]2)=[O:29])C=1.[F:35][C:36]([F:51])([F:50])[C:37]1[CH:45]=[CH:44][C:43]2[NH:42][C:41]3CCNC[C:40]=3[C:39]=2[CH:38]=1, predict the reaction product. The product is: [C:1]([C:5]1[N:10]=[C:9]([CH3:11])[N:8]=[C:7]([N:12]2[CH2:13][CH2:14][N:15]([CH2:18][CH2:19][CH2:20][CH2:21][NH:22][C:28]([N:30]3[CH2:31][CH2:32][C:41]4[NH:42][C:43]5[CH:44]=[CH:45][C:37]([C:36]([F:50])([F:51])[F:35])=[CH:38][C:39]=5[C:40]=4[CH2:34]3)=[O:29])[CH2:16][CH2:17]2)[CH:6]=1)([CH3:4])([CH3:2])[CH3:3]. (6) Given the reactants C([O:5][C:6](=[O:26])[CH2:7][CH2:8][CH2:9][NH+:10]([CH3:25])[CH2:11][CH2:12][CH2:13][CH2:14][CH2:15][CH2:16][CH2:17][CH2:18][CH2:19][CH2:20][CH2:21][CH2:22][CH2:23][CH3:24])(C)(C)C, predict the reaction product. The product is: [CH3:25][NH+:10]([CH2:11][CH2:12][CH2:13][CH2:14][CH2:15][CH2:16][CH2:17][CH2:18][CH2:19][CH2:20][CH2:21][CH2:22][CH2:23][CH3:24])[CH2:9][CH2:8][CH2:7][C:6]([O-:26])=[O:5]. (7) Given the reactants [NH2:1][C:2]1[CH:6]=[C:5]([C:7]2[CH:12]=[CH:11][CH:10]=[CH:9][CH:8]=2)[NH:4][N:3]=1.[CH2:13]([O:15][C:16]([N:18]=[C:19]=[S:20])=[O:17])[CH3:14], predict the reaction product. The product is: [C:7]1([C:5]2[CH:6]=[C:2]([NH:1][C:19]([NH:18][C:16](=[O:17])[O:15][CH2:13][CH3:14])=[S:20])[NH:3][N:4]=2)[CH:12]=[CH:11][CH:10]=[CH:9][CH:8]=1. (8) Given the reactants [CH:1]([N:5]1[CH2:9][CH2:8][C:7]([C:12]2[CH:17]=[CH:16][C:15]([F:18])=[C:14]([F:19])[CH:13]=2)([O:10][CH3:11])[CH2:6]1)([CH2:3][CH3:4])[CH3:2].ClC1C=C(C=CC=1)C(OO)=[O:25], predict the reaction product. The product is: [CH:1]([N+:5]1([O-:25])[CH2:9][CH2:8][C:7]([C:12]2[CH:17]=[CH:16][C:15]([F:18])=[C:14]([F:19])[CH:13]=2)([O:10][CH3:11])[CH2:6]1)([CH2:3][CH3:4])[CH3:2]. (9) Given the reactants CC([NH:4][C:5]1[S:9][C:8]([S:10]([NH2:13])(=[O:12])=[O:11])=[N:7][N:6]=1)=O.[OH-].[K+], predict the reaction product. The product is: [NH2:4][C:5]1[S:9][C:8]([S:10]([NH2:13])(=[O:12])=[O:11])=[N:7][N:6]=1. (10) Given the reactants C1(P(C2C=CC=CC=2)C2C=CC=CC=2)C=CC=CC=1.[Br:20]Br.[Cl:22][C:23]1[CH:28]=[CH:27][C:26]([CH2:29]O)=[CH:25][C:24]=1[F:31], predict the reaction product. The product is: [Br:20][CH2:29][C:26]1[CH:27]=[CH:28][C:23]([Cl:22])=[C:24]([F:31])[CH:25]=1.